Dataset: Forward reaction prediction with 1.9M reactions from USPTO patents (1976-2016). Task: Predict the product of the given reaction. The product is: [Cl:25][C:26]1[CH:31]=[CH:30][CH:29]=[CH:28][C:27]=1[C:2]1[C:7]2[CH2:8][O:9][C:10](=[O:20])[N:11]([C:12]3[C:17]([Cl:18])=[CH:16][CH:15]=[CH:14][C:13]=3[Cl:19])[C:6]=2[CH:5]=[C:4]([C:21]([O:23][CH3:24])=[O:22])[CH:3]=1. Given the reactants Br[C:2]1[C:7]2[CH2:8][O:9][C:10](=[O:20])[N:11]([C:12]3[C:17]([Cl:18])=[CH:16][CH:15]=[CH:14][C:13]=3[Cl:19])[C:6]=2[CH:5]=[C:4]([C:21]([O:23][CH3:24])=[O:22])[CH:3]=1.[Cl:25][C:26]1[CH:31]=[CH:30][CH:29]=[CH:28][C:27]=1B(O)O.C([O-])([O-])=O.[Na+].[Na+], predict the reaction product.